This data is from Forward reaction prediction with 1.9M reactions from USPTO patents (1976-2016). The task is: Predict the product of the given reaction. (1) Given the reactants [ClH:1].[Cl:2][CH2:3][C:4]1[C:5]([CH2:16][CH3:17])=[N:6][C:7]2[C:12]([CH:13]=1)=[CH:11][C:10]([O:14][CH3:15])=[CH:9][CH:8]=2.[CH3:18][O:19][C:20]1[CH:21]=[C:22]2[C:27](=[CH:28][C:29]=1[O:30][CH3:31])[C:26]([CH2:32][CH2:33][CH3:34])=[N:25][C:24]([OH:35])=[CH:23]2.[Li+].[OH-], predict the reaction product. The product is: [ClH:2].[ClH:1].[CH2:16]([C:5]1[C:4]([CH2:3][C:23]2[C:22]3[C:27](=[CH:28][C:29]([O:30][CH3:31])=[C:20]([O:19][CH3:18])[CH:21]=3)[C:26]([CH2:32][CH2:33][CH3:34])=[N:25][C:24]=2[OH:35])=[CH:13][C:12]2[C:7](=[CH:8][CH:9]=[C:10]([O:14][CH3:15])[CH:11]=2)[N:6]=1)[CH3:17]. (2) Given the reactants [C:18]1(P([C:14]2[CH:19]=[CH:18][CH:17]=[CH:16]C=2)[C:18]2[CH:19]=[CH:14]C=[CH:16][CH:17]=2)[CH:19]=[CH:14]C=[CH:16][CH:17]=1.N(C(OCC)=O)=NC(OCC)=O.CCC(O)CC.[C:38]([CH2:40][C:41]([O:43][CH2:44][CH3:45])=[O:42])#[N:39], predict the reaction product. The product is: [C:38]([CH:40]([CH:18]([CH2:17][CH3:16])[CH2:19][CH3:14])[C:41]([O:43][CH2:44][CH3:45])=[O:42])#[N:39]. (3) The product is: [C:1]([C:4]1[CH:5]=[C:6]2[C:11](=[O:12])[N:15]([CH2:16][CH2:17][CH2:18][C:19]([OH:21])=[O:20])[C:8](=[O:10])[C:7]2=[CH:13][CH:14]=1)([OH:3])=[O:2]. Given the reactants [C:1]([C:4]1[CH:5]=[C:6]2[C:11](=[O:12])[O:10][C:8](=O)[C:7]2=[CH:13][CH:14]=1)([OH:3])=[O:2].[NH2:15][CH2:16][CH2:17][CH2:18][C:19]([OH:21])=[O:20], predict the reaction product. (4) Given the reactants [CH2:1]([O:3][C:4]([CH:6]1[CH2:11][CH2:10][N:9]([C:12]([O:14][C:15]([CH3:18])([CH3:17])[CH3:16])=[O:13])[CH2:8][CH2:7]1)=[O:5])[CH3:2].[CH:19]([N-:22]C(C)C)(C)[CH3:20].[Li+].BrCC#N, predict the reaction product. The product is: [CH2:1]([O:3][C:4]([C:6]1([CH2:20][C:19]#[N:22])[CH2:11][CH2:10][N:9]([C:12]([O:14][C:15]([CH3:17])([CH3:16])[CH3:18])=[O:13])[CH2:8][CH2:7]1)=[O:5])[CH3:2]. (5) Given the reactants Cl/[C:2](=[N:8]/[OH:9])/[C:3]([O:5][CH2:6][CH3:7])=[O:4].C(N([CH2:15][CH3:16])CC)C.[Cl-].[Na+].[O:19]1CC[CH2:21][CH2:20]1, predict the reaction product. The product is: [OH:19][CH:20]([C:15]1[O:9][N:8]=[C:2]([C:3]([O:5][CH2:6][CH3:7])=[O:4])[CH:16]=1)[CH3:21]. (6) The product is: [Br:14][C:10]1[CH:11]=[C:12]2[C:7](=[CH:8][CH:9]=1)[NH:6][C:5]([CH2:3][N:2]([CH3:15])[CH3:1])=[CH:13]2. Given the reactants [CH3:1][N:2]([CH3:15])[C:3]([C:5]1[NH:6][C:7]2[C:12]([CH:13]=1)=[CH:11][C:10]([Br:14])=[CH:9][CH:8]=2)=O.[H-].[Al+3].[Li+].[H-].[H-].[H-], predict the reaction product. (7) Given the reactants [Cl:1][C:2]1[C:3]([CH3:18])=[C:4]([NH:10][C@H:11]([C@@H:15]([OH:17])[CH3:16])[C:12]([OH:14])=[O:13])[CH:5]=[CH:6][C:7]=1[C:8]#[N:9].[N+](C1C=CC(C(NN)=O)=CC=1)([O-])=O.O.ON1C2C=CC=CC=2N=N1.Cl.CN(C)CCCN=C=NCC.C(N(CC)CC)C, predict the reaction product. The product is: [Cl:1][C:2]1[C:3]([CH3:18])=[C:4]([NH:10][C@H:11]([C@H:15]([OH:17])[CH3:16])[C:12]([OH:14])=[O:13])[CH:5]=[CH:6][C:7]=1[C:8]#[N:9]. (8) Given the reactants [O:1]1[C:5]2[CH:6]=[CH:7][CH:8]=[CH:9][C:4]=2[CH:3]=[C:2]1B(O)O.Br[C:14]1[CH:15]=[C:16]([NH:20][C:21](=[O:38])[CH2:22][O:23][CH2:24][C:25]([NH:27][C:28]2[CH:36]=[CH:35][C:34]([Cl:37])=[CH:33][C:29]=2[C:30]([OH:32])=[O:31])=[O:26])[CH:17]=[CH:18][CH:19]=1, predict the reaction product. The product is: [O:1]1[C:5]2[CH:6]=[CH:7][CH:8]=[CH:9][C:4]=2[CH:3]=[C:2]1[C:14]1[CH:15]=[C:16]([NH:20][C:21](=[O:38])[CH2:22][O:23][CH2:24][C:25]([NH:27][C:28]2[CH:36]=[CH:35][C:34]([Cl:37])=[CH:33][C:29]=2[C:30]([OH:32])=[O:31])=[O:26])[CH:17]=[CH:18][CH:19]=1.